From a dataset of Full USPTO retrosynthesis dataset with 1.9M reactions from patents (1976-2016). Predict the reactants needed to synthesize the given product. The reactants are: Br[C:2]1[N:7]=[CH:6][C:5]2[CH:8]=[C:9]([C:18]3[CH:19]=[N:20][N:21]([C:23]([O:25][C:26]([CH3:29])([CH3:28])[CH3:27])=[O:24])[CH:22]=3)[N:10]([C:11]([O:13][C:14]([CH3:17])([CH3:16])[CH3:15])=[O:12])[C:4]=2[CH:3]=1.[CH3:30][O:31][C:32]1[CH:37]=[C:36]([O:38][CH3:39])[CH:35]=[CH:34][C:33]=1[NH2:40]. Given the product [C:26]([O:25][C:23]([N:21]1[CH:22]=[C:18]([C:9]2[N:10]([C:11]([O:13][C:14]([CH3:16])([CH3:15])[CH3:17])=[O:12])[C:4]3[CH:3]=[C:2]([NH:40][C:33]4[CH:34]=[CH:35][C:36]([O:38][CH3:39])=[CH:37][C:32]=4[O:31][CH3:30])[N:7]=[CH:6][C:5]=3[CH:8]=2)[CH:19]=[N:20]1)=[O:24])([CH3:27])([CH3:29])[CH3:28], predict the reactants needed to synthesize it.